This data is from Forward reaction prediction with 1.9M reactions from USPTO patents (1976-2016). The task is: Predict the product of the given reaction. (1) Given the reactants [Cl:1][C:2]1[C:3]([C:13]([F:16])([F:15])[CH3:14])=[N:4][CH:5]=[C:6]([CH:12]=1)[C:7](OCC)=[O:8].[Li+].[BH4-].CO, predict the reaction product. The product is: [Cl:1][C:2]1[CH:12]=[C:6]([CH2:7][OH:8])[CH:5]=[N:4][C:3]=1[C:13]([F:15])([F:16])[CH3:14]. (2) Given the reactants C(OC([N:8]1[CH2:13][CH2:12][CH:11]([CH2:14][N:15]2[C:23]3[C:18](=[CH:19][CH:20]=[C:21]([N:24]4[C:28](=[O:29])[C:27]([CH3:31])([CH3:30])[N:26]([CH2:32][C:33]5[C:42]6[C:37](=[CH:38][CH:39]=[CH:40][CH:41]=6)[N:36]=[CH:35][CH:34]=5)[C:25]4=[O:43])[CH:22]=3)[C:17]([CH3:45])([CH3:44])[CH2:16]2)[CH2:10][CH2:9]1)=O)(C)(C)C.Cl, predict the reaction product. The product is: [CH3:44][C:17]1([CH3:45])[C:18]2[C:23](=[CH:22][C:21]([N:24]3[C:28](=[O:29])[C:27]([CH3:30])([CH3:31])[N:26]([CH2:32][C:33]4[C:42]5[C:37](=[CH:38][CH:39]=[CH:40][CH:41]=5)[N:36]=[CH:35][CH:34]=4)[C:25]3=[O:43])=[CH:20][CH:19]=2)[N:15]([CH2:14][CH:11]2[CH2:10][CH2:9][NH:8][CH2:13][CH2:12]2)[CH2:16]1. (3) The product is: [F:1][C:2]([F:13])([F:12])[C:3]1[CH:4]=[C:5]([CH:9]=[CH:10][CH:11]=1)[C:6]([NH:14][C:15]1[CH:16]=[C:17]([CH:22]=[CH:23][CH:24]=1)[C:18]([O:20][CH3:21])=[O:19])=[O:7]. Given the reactants [F:1][C:2]([F:13])([F:12])[C:3]1[CH:4]=[C:5]([CH:9]=[CH:10][CH:11]=1)[C:6](Cl)=[O:7].[NH2:14][C:15]1[CH:16]=[C:17]([CH:22]=[CH:23][CH:24]=1)[C:18]([O:20][CH3:21])=[O:19].C(N(CC)CC)C, predict the reaction product. (4) Given the reactants [NH2:1][N:2]1[C:10]2[C:5](=[CH:6][C:7]([C:13]([N:15]3[CH2:20][CH2:19][CH:18]([CH2:21][C:22]4[CH:27]=[CH:26][C:25]([F:28])=[CH:24][CH:23]=4)[CH2:17][CH2:16]3)=[O:14])=[C:8]([O:11][CH3:12])[CH:9]=2)[C:4]([C:29](=[O:35])[C:30]([N:32]([CH3:34])[CH3:33])=[O:31])=[CH:3]1.N1C=CC=CC=1.[C:42](Cl)(=[O:44])[CH3:43], predict the reaction product. The product is: [C:42]([NH:1][N:2]1[C:10]2[C:5](=[CH:6][C:7]([C:13]([N:15]3[CH2:16][CH2:17][CH:18]([CH2:21][C:22]4[CH:27]=[CH:26][C:25]([F:28])=[CH:24][CH:23]=4)[CH2:19][CH2:20]3)=[O:14])=[C:8]([O:11][CH3:12])[CH:9]=2)[C:4]([C:29](=[O:35])[C:30]([N:32]([CH3:33])[CH3:34])=[O:31])=[CH:3]1)(=[O:44])[CH3:43]. (5) Given the reactants [Br:1][C:2]1[N:7]=[C:6]([NH2:8])[CH:5]=[CH:4][CH:3]=1.CCN(CC)CC.[C:16](Cl)(=[O:18])[CH3:17], predict the reaction product. The product is: [Br:1][C:2]1[N:7]=[C:6]([NH:8][C:16](=[O:18])[CH3:17])[CH:5]=[CH:4][CH:3]=1. (6) Given the reactants CC(CC(O)=O)=O.[CH3:8][C:9]1[N:18]=[C:17]([N:19]2[CH2:25][C:24]3[CH:26]=[C:27](B(O)O)[CH:28]=[CH:29][C:23]=3[O:22][CH2:21][CH2:20]2)[C:16]2[CH2:15][C:14]([CH3:34])([CH3:33])[CH2:13][CH2:12][C:11]=2[N:10]=1.[NH2:35][C:36]1[C:41]([S:42]([NH:45][CH2:46][CH:47]2[CH2:52][CH2:51][N:50]([CH3:53])[CH2:49][CH2:48]2)(=[O:44])=[O:43])=[CH:40][C:39](Br)=[CH:38][N:37]=1, predict the reaction product. The product is: [NH2:35][C:36]1[C:41]([S:42]([NH:45][CH2:46][CH:47]2[CH2:48][CH2:49][N:50]([CH3:53])[CH2:51][CH2:52]2)(=[O:44])=[O:43])=[CH:40][C:39]([C:27]2[CH:28]=[CH:29][C:23]3[O:22][CH2:21][CH2:20][N:19]([C:17]4[C:16]5[CH2:15][C:14]([CH3:34])([CH3:33])[CH2:13][CH2:12][C:11]=5[N:10]=[C:9]([CH3:8])[N:18]=4)[CH2:25][C:24]=3[CH:26]=2)=[CH:38][N:37]=1. (7) The product is: [CH3:15][S:16]([O:1][CH:2]1[CH2:7][CH2:6][N:5]([S:16]([CH3:15])(=[O:18])=[O:17])[CH2:4][CH2:3]1)(=[O:18])=[O:17]. Given the reactants [OH:1][CH:2]1[CH2:7][CH2:6][NH:5][CH2:4][CH2:3]1.C(N(CC)CC)C.[CH3:15][S:16](Cl)(=[O:18])=[O:17], predict the reaction product.